Dataset: Full USPTO retrosynthesis dataset with 1.9M reactions from patents (1976-2016). Task: Predict the reactants needed to synthesize the given product. (1) Given the product [C:1]([O:5][C:6]([N:8]1[CH2:12][CH2:11][C:10]([C:13]2[CH:14]=[CH:15][C:16]([NH2:19])=[CH:17][CH:18]=2)=[N:9]1)=[O:7])([CH3:4])([CH3:2])[CH3:3], predict the reactants needed to synthesize it. The reactants are: [C:1]([O:5][C:6]([N:8]1[CH2:12][CH2:11][C:10]([C:13]2[CH:18]=[CH:17][C:16]([N+:19]([O-])=O)=[CH:15][CH:14]=2)=[N:9]1)=[O:7])([CH3:4])([CH3:3])[CH3:2]. (2) Given the product [F:1][C:2]1[CH:3]=[N:4][C:5]([NH:8][C:9]2[S:10][C:11]3[CH2:17][CH2:16][N:15]([CH2:18][C:19]4[CH:24]=[CH:23][C:22]([N:25]5[CH2:30][CH2:29][O:28][CH2:27][CH2:26]5)=[CH:21][N:20]=4)[C:14]4=[N:31][NH:32][CH:33]=[C:13]4[C:12]=3[N:43]=2)=[N:6][CH:7]=1, predict the reactants needed to synthesize it. The reactants are: [F:1][C:2]1[CH:3]=[N:4][C:5]([NH:8][C:9]2[S:10][C:11]3[CH2:17][CH2:16][N:15]([CH2:18][C:19]4[CH:24]=[CH:23][C:22]([N:25]5[CH2:30][CH2:29][O:28][CH2:27][CH2:26]5)=[CH:21][N:20]=4)[C:14]4[N:31](CC5C=CC(OC)=CC=5)[N:32]=[CH:33][C:13]=4[C:12]=3[N:43]=2)=[N:6][CH:7]=1. (3) Given the product [C:1]1([C:15]2[CH:16]=[CH:17][CH:18]=[CH:19][CH:20]=2)[CH:6]=[CH:5][C:4]([O:7][CH2:8][CH2:9][CH2:10][C:11]([O-:13])=[O:12])=[CH:3][CH:2]=1.[Li+:21], predict the reactants needed to synthesize it. The reactants are: [C:1]1([C:15]2[CH:20]=[CH:19][CH:18]=[CH:17][CH:16]=2)[CH:6]=[CH:5][C:4]([O:7][CH2:8][CH2:9][CH2:10][C:11]([O:13]C)=[O:12])=[CH:3][CH:2]=1.[Li+:21].[OH-].O. (4) Given the product [NH2:1][C@H:2]([C:11]([OH:13])=[O:12])[CH2:3][C:4]1[CH:5]=[CH:6][C:7]([OH:10])=[CH:8][CH:9]=1, predict the reactants needed to synthesize it. The reactants are: [NH2:1][C@H:2]([C:11]([OH:13])=[O:12])[CH2:3][C:4]1[CH:9]=[CH:8][C:7]([OH:10])=[CH:6][CH:5]=1.Cl.CCN=C=NCCCN(C)C.Cl.[OH-].[Na+].